Dataset: Forward reaction prediction with 1.9M reactions from USPTO patents (1976-2016). Task: Predict the product of the given reaction. (1) Given the reactants [CH3:1][C:2]1([C:7]2[O:11][C:10]([CH2:12][N:13]3[CH:17]=[C:16]([NH2:18])[CH:15]=[N:14]3)=[CH:9][CH:8]=2)[O:6]CCO1.[Cl:19][C:20]1[CH:25]=[CH:24][CH:23]=[C:22]([F:26])[C:21]=1/[CH:27]=[CH:28]/[C:29](O)=[O:30], predict the reaction product. The product is: [C:2]([C:7]1[O:11][C:10]([CH2:12][N:13]2[CH:17]=[C:16]([NH:18][C:29](=[O:30])/[CH:28]=[CH:27]/[C:21]3[C:22]([F:26])=[CH:23][CH:24]=[CH:25][C:20]=3[Cl:19])[CH:15]=[N:14]2)=[CH:9][CH:8]=1)(=[O:6])[CH3:1]. (2) Given the reactants [NH2:1][C:2]1[C:11]2[CH:10]=[CH:9][CH:8]=[C:7](Br)[C:6]=2[N:5]=[C:4]2[CH2:13][N:14]([CH:17]3[CH2:20][CH2:19][CH2:18]3)[C:15](=[O:16])[C:3]=12.[CH3:21][C:22]1[N:27]=[CH:26][C:25](B(O)O)=[CH:24][CH:23]=1, predict the reaction product. The product is: [NH2:1][C:2]1[C:11]2[CH:10]=[CH:9][CH:8]=[C:7]([C:25]3[CH:26]=[N:27][C:22]([CH3:21])=[CH:23][CH:24]=3)[C:6]=2[N:5]=[C:4]2[CH2:13][N:14]([CH:17]3[CH2:20][CH2:19][CH2:18]3)[C:15](=[O:16])[C:3]=12.